From a dataset of Forward reaction prediction with 1.9M reactions from USPTO patents (1976-2016). Predict the product of the given reaction. (1) Given the reactants [CH:1]1[C:13]2[NH:12][C:11]3[C:6](=[CH:7][CH:8]=[CH:9][CH:10]=3)[C:5]=2[CH:4]=[CH:3][CH:2]=1.C[Mg]Cl.Cl[C:18]1[CH:23]=[CH:22][C:21]([O:24][CH3:25])=[CH:20][CH:19]=1.[Cl-].[NH4+], predict the reaction product. The product is: [O:24]([C:21]1[CH:22]=[CH:23][C:18]([N:12]2[C:11]3[CH:10]=[CH:9][CH:8]=[CH:7][C:6]=3[C:5]3[C:13]2=[CH:1][CH:2]=[CH:3][CH:4]=3)=[CH:19][CH:20]=1)[CH3:25]. (2) Given the reactants [OH:1][C:2]1[CH:3]=[C:4]2[O:32][CH2:31][O:30][C:5]2=[N:6][C:7]=1[C:8]1([CH2:28]O)[C:16]2[C:11](=[CH:12][CH:13]=[CH:14][CH:15]=2)[N:10]([CH2:17][C:18]2[O:19][C:20]([C:23]([F:26])([F:25])[F:24])=[CH:21][CH:22]=2)[C:9]1=[O:27].C1(P(C2C=CC=CC=2)C2C=CC=CC=2)C=CC=CC=1.N(C(OCC)=O)=NC(OCC)=O, predict the reaction product. The product is: [F:24][C:23]([F:25])([F:26])[C:20]1[O:19][C:18]([CH2:17][N:10]2[C:11]3[C:16](=[CH:15][CH:14]=[CH:13][CH:12]=3)[C:8]3([C:7]4[N:6]=[C:5]5[O:30][CH2:31][O:32][C:4]5=[CH:3][C:2]=4[O:1][CH2:28]3)[C:9]2=[O:27])=[CH:22][CH:21]=1. (3) Given the reactants C[N:2](C)/[CH:3]=[CH:4]/[C:5]([C:7]1[C:12](=[O:13])[CH:11]=[CH:10][N:9]([C:14]2[CH:19]=[CH:18][CH:17]=[C:16]([S:20]([CH3:23])(=[O:22])=[O:21])[CH:15]=2)[N:8]=1)=O.[CH3:25][O:26][C:27]1[CH:32]=[CH:31][CH:30]=[CH:29][C:28]=1[C:33]1[N:34]=[C:35]([NH:38]N)[S:36][CH:37]=1, predict the reaction product. The product is: [CH3:23][S:20]([C:16]1[CH:15]=[C:14]([N:9]2[CH:10]=[CH:11][C:12](=[O:13])[C:7]([C:5]3[N:38]([C:35]4[S:36][CH:37]=[C:33]([C:28]5[CH:29]=[CH:30][CH:31]=[CH:32][C:27]=5[O:26][CH3:25])[N:34]=4)[N:2]=[CH:3][CH:4]=3)=[N:8]2)[CH:19]=[CH:18][CH:17]=1)(=[O:22])=[O:21]. (4) Given the reactants [NH2:1][C:2]1[N:7]=[C:6]([NH:8][CH2:9][CH2:10][NH:11][C:12](=[O:18])[O:13][C:14]([CH3:17])([CH3:16])[CH3:15])[C:5](Br)=[C:4](Cl)[N:3]=1.C(N(CC)CC)C.[H][H], predict the reaction product. The product is: [NH2:1][C:2]1[N:7]=[C:6]([NH:8][CH2:9][CH2:10][NH:11][C:12](=[O:18])[O:13][C:14]([CH3:16])([CH3:15])[CH3:17])[CH:5]=[CH:4][N:3]=1. (5) Given the reactants [C:1]([O:4][CH2:5][C:6]1[C:11]([N:12]2[CH2:24][CH2:23][C:22]3[N:21]4[C:16]([CH2:17][CH2:18][CH2:19][CH2:20]4)=[CH:15][C:14]=3[C:13]2=[O:25])=[CH:10][C:9]([F:26])=[CH:8][C:7]=1Br)(=[O:3])[CH3:2].[B:28]1([B:28]2[O:32][C:31]([CH3:34])([CH3:33])[C:30]([CH3:36])([CH3:35])[O:29]2)[O:32][C:31]([CH3:34])([CH3:33])[C:30]([CH3:36])([CH3:35])[O:29]1.C([O-])(=O)C.[K+], predict the reaction product. The product is: [C:1]([O:4][CH2:5][C:6]1[C:7]([B:28]2[O:32][C:31]([CH3:34])([CH3:33])[C:30]([CH3:36])([CH3:35])[O:29]2)=[CH:8][C:9]([F:26])=[CH:10][C:11]=1[N:12]1[CH2:24][CH2:23][C:22]2[N:21]3[C:16]([CH2:17][CH2:18][CH2:19][CH2:20]3)=[CH:15][C:14]=2[C:13]1=[O:25])(=[O:3])[CH3:2]. (6) Given the reactants [Cl-].O[NH3+:3].[C:4](=[O:7])([O-])[OH:5].[Na+].[OH:9][C:10]1([CH:14]([O:16][C@@H:17]2[CH2:22][CH2:21][C@H:20]([N:23]3[C:28](=[O:29])[C:27]([CH2:30][C:31]4[CH:36]=[CH:35][C:34]([C:37]5[C:38]([C:43]#[N:44])=[CH:39][CH:40]=[CH:41][CH:42]=5)=[CH:33][CH:32]=4)=[C:26]([CH2:45][CH2:46][CH3:47])[N:25]4[N:48]=[CH:49][N:50]=[C:24]34)[CH2:19][CH2:18]2)[CH3:15])[CH2:13][CH2:12][CH2:11]1, predict the reaction product. The product is: [OH:9][C:10]1([CH:14]([O:16][C@@H:17]2[CH2:22][CH2:21][C@H:20]([N:23]3[C:28](=[O:29])[C:27]([CH2:30][C:31]4[CH:32]=[CH:33][C:34]([C:37]5[CH:42]=[CH:41][CH:40]=[CH:39][C:38]=5[C:43]5[NH:3][C:4](=[O:7])[O:5][N:44]=5)=[CH:35][CH:36]=4)=[C:26]([CH2:45][CH2:46][CH3:47])[N:25]4[N:48]=[CH:49][N:50]=[C:24]34)[CH2:19][CH2:18]2)[CH3:15])[CH2:11][CH2:12][CH2:13]1. (7) Given the reactants [Na].[CH2:2]([O:4][C:5](=[O:13])[CH:6]([CH3:12])[C:7]([O:9][CH2:10][CH3:11])=[O:8])[CH3:3].[I:14][C:15]1[CH:22]=[CH:21][C:18]([CH2:19]Br)=[CH:17][CH:16]=1, predict the reaction product. The product is: [CH2:2]([O:4][C:5](=[O:13])[C:6]([CH2:19][C:18]1[CH:21]=[CH:22][C:15]([I:14])=[CH:16][CH:17]=1)([CH3:12])[C:7]([O:9][CH2:10][CH3:11])=[O:8])[CH3:3].